From a dataset of Forward reaction prediction with 1.9M reactions from USPTO patents (1976-2016). Predict the product of the given reaction. Given the reactants [CH3:1][O:2][C:3]1[CH:8]=[CH:7][C:6]([C:9]2[CH:13]=[CH:12][NH:11][N:10]=2)=[CH:5][C:4]=1[CH3:14].[CH3:15]N(C)C=O.[H-].[Na+].CI, predict the reaction product. The product is: [CH3:1][O:2][C:3]1[CH:8]=[CH:7][C:6]([C:9]2[CH:13]=[CH:12][N:11]([CH3:15])[N:10]=2)=[CH:5][C:4]=1[CH3:14].[CH3:1][O:2][C:3]1[CH:8]=[CH:7][C:6]([C:9]2[N:10]([CH3:15])[N:11]=[CH:12][CH:13]=2)=[CH:5][C:4]=1[CH3:14].